From a dataset of Reaction yield outcomes from USPTO patents with 853,638 reactions. Predict the reaction yield, written as a fraction of the theoretical maximum amount of product (1.0 means a 100% yield; for example, 0.34 means a 34% yield). (1) The reactants are [Br:1][C:2]1[CH:3]=[C:4]([CH2:8][N:9]2C(=O)C3C(=CC=CC=3)C2=O)[CH:5]=[N:6][CH:7]=1.O.NN. The catalyst is CCO. The product is [Br:1][C:2]1[CH:3]=[C:4]([CH2:8][NH2:9])[CH:5]=[N:6][CH:7]=1. The yield is 0.977. (2) The reactants are [Br:1][C:2]1[C:10]2[N:9]=[C:8]([CH2:11][F:12])[NH:7][C:6]=2[CH:5]=[C:4]([N+:13]([O-:15])=[O:14])[CH:3]=1.Br[CH2:17][C:18]1[CH:23]=[CH:22][CH:21]=[C:20]([C:24]([F:27])([F:26])[F:25])[C:19]=1[CH3:28].C(=O)([O-])[O-].[K+].[K+].O. The catalyst is CN(C)C=O. The product is [Br:1][C:2]1[C:10]2[N:9]=[C:8]([CH2:11][F:12])[N:7]([CH2:17][C:18]3[CH:23]=[CH:22][CH:21]=[C:20]([C:24]([F:25])([F:26])[F:27])[C:19]=3[CH3:28])[C:6]=2[CH:5]=[C:4]([N+:13]([O-:15])=[O:14])[CH:3]=1. The yield is 0.624. (3) The reactants are C(N(CC)CC)C.[CH:8]([C:10]1[C:18]2[C:13](=[CH:14][CH:15]=[CH:16][CH:17]=2)[N:12](C(OC(C)(C)C)=O)[CH:11]=1)=[O:9].[CH:26](=[N:33][C:34]1[CH:35]=[N:36][CH:37]=[C:38]([O:40][CH2:41][CH3:42])[CH:39]=1)[C:27]1[CH:32]=[CH:31][CH:30]=[CH:29][CH:28]=1. The catalyst is [Cl-].C([N+]1C(C)=C(CCO)SC=1)C1C=CC=CC=1.C(O)C. The product is [CH2:41]([O:40][C:38]1[CH:39]=[C:34]([NH:33][CH:26]([C:27]2[CH:32]=[CH:31][CH:30]=[CH:29][CH:28]=2)[C:8]([C:10]2[C:18]3[C:13](=[CH:14][CH:15]=[CH:16][CH:17]=3)[NH:12][CH:11]=2)=[O:9])[CH:35]=[N:36][CH:37]=1)[CH3:42]. The yield is 0.240. (4) The reactants are [Br:1][C:2]1[C:7]([N+:8]([O-])=O)=[CH:6][C:5]([NH:11][C:12]2[N:17]=[C:16]([C:18]3[C:26]4[C:21](=[CH:22][CH:23]=[CH:24][CH:25]=4)[N:20]([CH3:27])[CH:19]=3)[CH:15]=[CH:14][N:13]=2)=[C:4]([O:28][CH3:29])[CH:3]=1.[NH4+].[Cl-].O. The catalyst is C(O)C.[Fe]. The product is [Br:1][C:2]1[CH:3]=[C:4]([O:28][CH3:29])[C:5]([NH:11][C:12]2[N:17]=[C:16]([C:18]3[C:26]4[C:21](=[CH:22][CH:23]=[CH:24][CH:25]=4)[N:20]([CH3:27])[CH:19]=3)[CH:15]=[CH:14][N:13]=2)=[CH:6][C:7]=1[NH2:8]. The yield is 0.930.